This data is from Forward reaction prediction with 1.9M reactions from USPTO patents (1976-2016). The task is: Predict the product of the given reaction. (1) Given the reactants [S:1]1[C:5]2[CH:6]=[CH:7][CH:8]=[CH:9][C:4]=2[N:3]=[C:2]1[CH:10]([C:13]1[CH:18]=[CH:17][N:16]=[C:15](Cl)[N:14]=1)[C:11]#[N:12].C([O-])(=O)C.[Na+], predict the reaction product. The product is: [S:1]1[C:5]2[CH:6]=[CH:7][CH:8]=[CH:9][C:4]=2[N:3]=[C:2]1[CH:10]([C:13]1[CH:18]=[CH:17][N:16]=[CH:15][N:14]=1)[C:11]#[N:12]. (2) Given the reactants [CH3:1][C@@H:2]1[N:23]2[C:6]3[C:7]([C:19]([C:21]([C:24]([OH:26])=[O:25])=[CH:22]2)=[O:20])=[CH:8][C:9]([F:18])=[C:10]([N:11]2[CH2:16][CH2:15][N:14]([CH3:17])[CH2:13][CH2:12]2)[C:5]=3[O:4][CH2:3]1.[OH2:27], predict the reaction product. The product is: [CH3:1][C@@H:2]1[N:23]2[CH:22]=[C:21]([C:24]([OH:26])=[O:25])[C:19]([C:7]3=[CH:8][C:9]([F:18])=[C:10]([N:11]4[CH2:16][CH2:15][N:14]([CH3:17])[CH2:13][CH2:12]4)[C:5](=[C:6]23)[O:4][CH2:3]1)=[O:20].[CH3:1][C@@H:2]1[N:23]2[CH:22]=[C:21]([C:24]([OH:26])=[O:25])[C:19]([C:7]3=[CH:8][C:9]([F:18])=[C:10]([N:11]4[CH2:16][CH2:15][N:14]([CH3:17])[CH2:13][CH2:12]4)[C:5](=[C:6]23)[O:4][CH2:3]1)=[O:20].[OH2:27]. (3) Given the reactants [CH2:1]([C:5]1[CH:10]=[CH:9][C:8]([C:11]#[C:12][C:13]2[CH:33]=[CH:32][C:16]([CH2:17][NH:18][CH2:19][C:20]3[CH:31]=[CH:30][C:23]([O:24][CH2:25][C:26]([O:28][CH3:29])=[O:27])=[CH:22][CH:21]=3)=[CH:15][CH:14]=2)=[CH:7][CH:6]=1)[CH2:2][CH2:3][CH3:4].[CH2:34]([S:36](Cl)(=[O:38])=[O:37])[CH3:35], predict the reaction product. The product is: [CH2:1]([C:5]1[CH:6]=[CH:7][C:8]([C:11]#[C:12][C:13]2[CH:14]=[CH:15][C:16]([CH2:17][N:18]([CH2:19][C:20]3[CH:21]=[CH:22][C:23]([O:24][CH2:25][C:26]([O:28][CH3:29])=[O:27])=[CH:30][CH:31]=3)[S:36]([CH2:34][CH3:35])(=[O:38])=[O:37])=[CH:32][CH:33]=2)=[CH:9][CH:10]=1)[CH2:2][CH2:3][CH3:4]. (4) Given the reactants [NH:1]1[CH:5]=[CH:4][N:3]=[C:2]1[CH2:6][NH:7][CH2:8][C:9]1[CH:28]=[CH:27][CH:26]=[CH:25][C:10]=1C(NCCCCN(CCC)CCC)=O.C([O:34][CH3:35])(OC)OC.C([N:43]1[CH2:49][CH2:48][CH2:47][C@@H:44]1[CH:45]=O)(OC(C)(C)C)=O.[C:50]([BH3-])#[N:51].[Na+].[C:54](O)(=O)[CH3:55], predict the reaction product. The product is: [CH2:26]([N:51]([CH2:50][CH2:54][CH3:55])[CH2:25][CH2:10][CH2:9][CH2:8][NH:7][C:35](=[O:34])[C:26]1[CH:25]=[CH:10][C:9]([CH2:8][N:7]([CH2:6][C:2]2[NH:1][CH:5]=[CH:4][N:3]=2)[CH2:45][C@H:44]2[CH2:47][CH2:48][CH2:49][NH:43]2)=[CH:28][CH:27]=1)[CH2:27][CH3:28]. (5) Given the reactants [Cl:1][C:2]1[CH:3]=[C:4]([N:8]2[C:13](=[O:14])[C:12](OS(C3C=CC(C)=CC=3)(=O)=O)=[C:11]([C:26]3[CH:31]=[CH:30][C:29]([S:32]([CH3:35])(=[O:34])=[O:33])=[CH:28][CH:27]=3)[CH:10]=[N:9]2)[CH:5]=[CH:6][CH:7]=1.[CH:36]1([Mg]Cl)[CH2:40][CH2:39][CH2:38][CH2:37]1.O, predict the reaction product. The product is: [Cl:1][C:2]1[CH:3]=[C:4]([N:8]2[C:13](=[O:14])[C:12]([CH:36]3[CH2:40][CH2:39][CH2:38][CH2:37]3)=[C:11]([C:26]3[CH:27]=[CH:28][C:29]([S:32]([CH3:35])(=[O:33])=[O:34])=[CH:30][CH:31]=3)[CH:10]=[N:9]2)[CH:5]=[CH:6][CH:7]=1. (6) Given the reactants C[O:2][C:3](=[O:14])[CH:4](Br)[C:5]1[CH:10]=[C:9]([F:11])[CH:8]=[C:7]([F:12])[CH:6]=1.[CH:15]1([SH:20])[CH2:19][CH2:18][CH2:17][CH2:16]1.[NH2:21][C:22]1[S:23][CH:24]=[CH:25][N:26]=1, predict the reaction product. The product is: [CH:15]1([S:20][CH:4]([C:5]2[CH:10]=[C:9]([F:11])[CH:8]=[C:7]([F:12])[CH:6]=2)[C:3]([OH:2])=[O:14])[CH2:19][CH2:18][CH2:17][CH2:16]1.[CH:15]1([S:20][CH:4]([C:5]2[CH:6]=[C:7]([F:12])[CH:8]=[C:9]([F:11])[CH:10]=2)[C:3]([NH:21][C:22]2[S:23][CH:24]=[CH:25][N:26]=2)=[O:14])[CH2:19][CH2:18][CH2:17][CH2:16]1.